Dataset: Full USPTO retrosynthesis dataset with 1.9M reactions from patents (1976-2016). Task: Predict the reactants needed to synthesize the given product. (1) Given the product [CH3:8][N:9]([CH3:16])[CH2:10][CH2:11][CH2:12][C:13]([NH:34][C:31]1[CH:30]=[CH:29][C:28]([C:18]([OH:17])([CH3:27])[CH2:19][NH:20][S:21]([CH:24]([CH3:25])[CH3:26])(=[O:23])=[O:22])=[CH:33][CH:32]=1)=[O:14], predict the reactants needed to synthesize it. The reactants are: C(Cl)(=O)C(Cl)=O.Cl.[CH3:8][N:9]([CH3:16])[CH2:10][CH2:11][CH2:12][C:13](O)=[O:14].[OH:17][C:18]([C:28]1[CH:33]=[CH:32][C:31]([N+:34]([O-])=O)=[CH:30][CH:29]=1)([CH3:27])[CH2:19][NH:20][S:21]([CH:24]([CH3:26])[CH3:25])(=[O:23])=[O:22].C(N(CC)CC)C. (2) Given the product [NH:27]1[C:28]2[C:24](=[CH:23][CH:22]=[C:21]([NH:20][C:15]([C:14]3[CH:18]=[CH:19][C:11]([N:7]4[C:8]5[C:4](=[CH:3][C:2]([NH:1][C:47]([C:43]6[CH:42]=[C:41]7[C:46](=[CH:45][CH:44]=6)[N:38]([CH2:37][CH2:36][N:33]6[CH2:32][CH2:31][O:30][CH2:35][CH2:34]6)[CH:39]=[CH:40]7)=[O:49])=[CH:10][CH:9]=5)[CH:5]=[CH:6]4)=[CH:12][CH:13]=3)=[O:16])[CH:29]=2)[CH:25]=[CH:26]1, predict the reactants needed to synthesize it. The reactants are: [NH2:1][C:2]1[CH:3]=[C:4]2[C:8](=[CH:9][CH:10]=1)[N:7]([C:11]1[CH:19]=[CH:18][C:14]([C:15](O)=[O:16])=[CH:13][CH:12]=1)[CH:6]=[CH:5]2.[NH2:20][C:21]1[CH:29]=[C:28]2[C:24]([CH:25]=[CH:26][NH:27]2)=[CH:23][CH:22]=1.[O:30]1[CH2:35][CH2:34][N:33]([CH2:36][CH2:37][N:38]2[C:46]3[C:41](=[CH:42][C:43]([C:47]([OH:49])=O)=[CH:44][CH:45]=3)[CH:40]=[CH:39]2)[CH2:32][CH2:31]1. (3) Given the product [NH2:44][C:33](=[O:35])[C@@H:32]([O:31][C:30]1[CH:37]=[C:26]([CH:27]=[CH:28][C:29]=1[Cl:38])[CH2:25][N:21]1[C:22]2[C:18](=[CH:17][C:16]([C:14]([NH:13][C@H:11]([C:8]3[CH:9]=[CH:10][C:5]([C:1]([CH3:2])([CH3:4])[CH3:3])=[CH:6][CH:7]=3)[CH3:12])=[O:15])=[CH:24][CH:23]=2)[C:19]([CH3:40])=[C:20]1[CH3:39])[CH3:36], predict the reactants needed to synthesize it. The reactants are: [C:1]([C:5]1[CH:10]=[CH:9][C:8]([C@@H:11]([NH:13][C:14]([C:16]2[CH:17]=[C:18]3[C:22](=[CH:23][CH:24]=2)[N:21]([CH2:25][C:26]2[CH:27]=[CH:28][C:29]([Cl:38])=[C:30]([CH:37]=2)[O:31][C@@H:32]([CH3:36])[C:33]([OH:35])=O)[C:20]([CH3:39])=[C:19]3[CH3:40])=[O:15])[CH3:12])=[CH:7][CH:6]=1)([CH3:4])([CH3:3])[CH3:2].[NH4+].[Cl-].C[N:44](C(ON1N=NC2C=CC=NC1=2)=[N+](C)C)C.F[P-](F)(F)(F)(F)F.CCN(C(C)C)C(C)C. (4) Given the product [NH2:20][C:15]1[CH:14]=[C:13]([C:2]2[S:6][C:5]([NH:7][C:8](=[O:10])[CH3:9])=[N:4][C:3]=2[CH3:11])[CH:18]=[N:17][C:16]=1[Cl:19], predict the reactants needed to synthesize it. The reactants are: I[C:2]1[S:6][C:5]([NH:7][C:8](=[O:10])[CH3:9])=[N:4][C:3]=1[CH3:11].Br[C:13]1[CH:14]=[C:15]([NH2:20])[C:16]([Cl:19])=[N:17][CH:18]=1. (5) Given the product [N:1]1([C:10]([NH:12][C:13]2[CH:18]=[CH:17][C:16]([CH2:19][C:20]([NH:22][C:23]3[CH:24]=[CH:25][C:26]([CH:29]([CH3:38])[CH2:30][C:31]([OH:33])=[O:32])=[CH:27][CH:28]=3)=[O:21])=[CH:15][C:14]=2[O:39][CH3:40])=[O:11])[C:9]2[C:4](=[CH:5][CH:6]=[CH:7][CH:8]=2)[CH2:3][CH2:2]1, predict the reactants needed to synthesize it. The reactants are: [N:1]1([C:10]([NH:12][C:13]2[CH:18]=[CH:17][C:16]([CH2:19][C:20]([NH:22][C:23]3[CH:28]=[CH:27][C:26]([CH:29]([CH3:38])[CH2:30][C:31]([O:33]C(C)(C)C)=[O:32])=[CH:25][CH:24]=3)=[O:21])=[CH:15][C:14]=2[O:39][CH3:40])=[O:11])[C:9]2[C:4](=[CH:5][CH:6]=[CH:7][CH:8]=2)[CH2:3][CH2:2]1.FC(F)(F)C(O)=O. (6) Given the product [N:36]1([CH2:35][CH2:34][O:33][C:30]2[CH:29]=[CH:28][C:27]([NH:26][C:24]3[N:25]=[C:21]4[CH:20]=[CH:19][CH:18]=[C:17]([C:13]5[CH:12]=[C:11]([CH2:10][OH:9])[CH:16]=[CH:15][CH:14]=5)[N:22]4[N:23]=3)=[CH:32][CH:31]=2)[CH2:40][CH2:39][CH2:38][CH2:37]1, predict the reactants needed to synthesize it. The reactants are: [H-].[Al+3].[Li+].[H-].[H-].[H-].C([O:9][C:10](=O)[C:11]1[CH:16]=[CH:15][CH:14]=[C:13]([C:17]2[N:22]3[N:23]=[C:24]([NH:26][C:27]4[CH:32]=[CH:31][C:30]([O:33][CH2:34][CH2:35][N:36]5[CH2:40][CH2:39][CH2:38][CH2:37]5)=[CH:29][CH:28]=4)[N:25]=[C:21]3[CH:20]=[CH:19][CH:18]=2)[CH:12]=1)C.O.